This data is from Forward reaction prediction with 1.9M reactions from USPTO patents (1976-2016). The task is: Predict the product of the given reaction. Given the reactants Br[C:2]1[N:3]([CH:16]2[CH2:21][CH2:20][CH2:19][CH2:18][O:17]2)[C:4]2[C:9]([N:10]=1)=[C:8]([NH2:11])[N:7]=[C:6]([O:12][CH:13]([CH3:15])[CH3:14])[N:5]=2.[CH3:22][O-:23].[Na+], predict the reaction product. The product is: [CH3:14][CH:13]([O:12][C:6]1[N:5]=[C:4]2[C:9]([N:10]=[C:2]([O:23][CH3:22])[N:3]2[CH:16]2[CH2:21][CH2:20][CH2:19][CH2:18][O:17]2)=[C:8]([NH2:11])[N:7]=1)[CH3:15].